The task is: Predict the product of the given reaction.. This data is from Forward reaction prediction with 1.9M reactions from USPTO patents (1976-2016). (1) Given the reactants [F:1][C:2]1[CH:7]=[C:6]([S:8]([CH3:11])(=[O:10])=[O:9])[CH:5]=[CH:4][C:3]=1[NH:12][NH2:13].C[O-].[Na+].C(O[CH:20]=[C:21]([C:24]#[N:25])[C:22]#[N:23])C, predict the reaction product. The product is: [NH2:25][C:24]1[N:12]([C:3]2[CH:4]=[CH:5][C:6]([S:8]([CH3:11])(=[O:10])=[O:9])=[CH:7][C:2]=2[F:1])[N:13]=[CH:20][C:21]=1[C:22]#[N:23]. (2) Given the reactants [CH3:1][C:2]1([CH3:12])[O:7][CH2:6][C:5]([C:9](=[O:11])[CH3:10])([CH3:8])[CH2:4][O:3]1.[H-].[Na+].[C:15](OC)(=[O:20])[C:16]([O:18][CH3:19])=[O:17].[Cl-].[NH4+], predict the reaction product. The product is: [O:20]=[C:15]([CH2:10][C:9](=[O:11])[C:5]1([CH3:8])[CH2:4][O:3][C:2]([CH3:12])([CH3:1])[O:7][CH2:6]1)[C:16]([O:18][CH3:19])=[O:17]. (3) Given the reactants C(OC([NH:11][C:12]1([PH:20]([NH:22][C:23](=[O:32])[CH2:24][O:25][C:26]2[CH:31]=[CH:30][CH:29]=[CH:28][CH:27]=2)=[O:21])[CH2:17][CH2:16][CH2:15][N:14]([NH2:18])[C:13]1=[O:19])=O)C1C=CC=CC=1, predict the reaction product. The product is: [NH2:11][C:12]1([PH:20]([NH:22][C:23](=[O:32])[CH2:24][O:25][C:26]2[CH:31]=[CH:30][CH:29]=[CH:28][CH:27]=2)=[O:21])[CH2:17][CH2:16][CH2:15][N:14]([NH2:18])[C:13]1=[O:19]. (4) Given the reactants [Cl:1][C:2]1[CH:3]=[C:4]([CH:15]=[C:16]([Cl:18])[CH:17]=1)[O:5][C:6]1[CH:7]=[C:8]([CH:12](O)[CH3:13])[CH:9]=[CH:10][CH:11]=1.[BrH:19], predict the reaction product. The product is: [Br:19][CH:12]([C:8]1[CH:7]=[C:6]([CH:11]=[CH:10][CH:9]=1)[O:5][C:4]1[CH:3]=[C:2]([Cl:1])[CH:17]=[C:16]([Cl:18])[CH:15]=1)[CH3:13]. (5) Given the reactants C(OC([O:9][CH2:10][CH3:11])=O)(=O)OCC.[CH2:12]([NH:14][C:15]([NH:17][C:18]1[N:19]=[C:20]2[CH:25]=C(C3C=NC=CC=3)[CH:23]=[CH:22][N:21]2[CH:32]=1)=[O:16])[CH3:13].[NH:33]1[CH2:38][CH2:37][CH2:36][CH2:35][CH2:34]1, predict the reaction product. The product is: [CH2:12]([NH:14][C:15]([NH:17][C:18]1[N:19]=[C:20]2[CH:25]=[C:11]([C:10]([N:33]3[CH2:38][CH2:37][CH2:36][CH2:35][CH2:34]3)=[O:9])[CH:23]=[CH:22][N:21]2[CH:32]=1)=[O:16])[CH3:13]. (6) Given the reactants O1CCOCC1.[CH3:7][O:8][C:9]1[C:14]([N+:15]([O-:17])=[O:16])=[CH:13][CH:12]=[CH:11][C:10]=1B1OC(C)(C)C(C)(C)O1.[CH3:27][O:28][C:29]([C:31]1[N:32]([S:37]([C:40]2[CH:45]=[CH:44][C:43]([CH3:46])=[CH:42][CH:41]=2)(=[O:39])=[O:38])[CH:33]=[C:34](I)[CH:35]=1)=[O:30].C(=O)([O-])[O-].[K+].[K+], predict the reaction product. The product is: [CH3:27][O:28][C:29]([C:31]1[N:32]([S:37]([C:40]2[CH:41]=[CH:42][C:43]([CH3:46])=[CH:44][CH:45]=2)(=[O:38])=[O:39])[CH:33]=[C:34]([C:10]2[CH:11]=[CH:12][CH:13]=[C:14]([N+:15]([O-:17])=[O:16])[C:9]=2[O:8][CH3:7])[CH:35]=1)=[O:30]. (7) Given the reactants [Na+].[N:2]1[CH:7]=[CH:6][CH:5]=[C:4]([S:8]([O-:10])=[O:9])[CH:3]=1.N1C=CC=CC=1.Br[C:18]([CH3:25])([CH3:24])[C:19]([O:21][CH2:22][CH3:23])=[O:20], predict the reaction product. The product is: [CH2:22]([O:21][C:19](=[O:20])[C:18]([CH3:25])([S:8]([C:4]1[CH:3]=[N:2][CH:7]=[CH:6][CH:5]=1)(=[O:10])=[O:9])[CH3:24])[CH3:23].